Predict which catalyst facilitates the given reaction. From a dataset of Catalyst prediction with 721,799 reactions and 888 catalyst types from USPTO. (1) Reactant: [CH2:1]([O:8][CH2:9][CH2:10][O:11][C:12]1[CH:18]=[CH:17][C:15]([NH2:16])=[CH:14][C:13]=1[C:19]([F:22])([F:21])[F:20])[C:2]1[CH:7]=[CH:6][CH:5]=[CH:4][CH:3]=1.[Br:23][C:24]1[CH:29]=[CH:28][C:27]([CH2:30][C:31](O)=[O:32])=[C:26]([F:34])[CH:25]=1.C1C=CC2N(O)N=NC=2C=1.C(Cl)CCl.CCN(CC)CC. Product: [CH2:1]([O:8][CH2:9][CH2:10][O:11][C:12]1[CH:18]=[CH:17][C:15]([NH:16][C:31](=[O:32])[CH2:30][C:27]2[CH:28]=[CH:29][C:24]([Br:23])=[CH:25][C:26]=2[F:34])=[CH:14][C:13]=1[C:19]([F:20])([F:21])[F:22])[C:2]1[CH:3]=[CH:4][CH:5]=[CH:6][CH:7]=1. The catalyst class is: 2. (2) Reactant: Cl[C:2]1[C:11]2[C:6](=[CH:7][C:8]([Cl:12])=[CH:9][CH:10]=2)[N:5]=[CH:4][C:3]=1[N+:13]([O-:15])=[O:14].[F:16][C:17]1[CH:23]=[CH:22][C:20]([NH2:21])=[CH:19][CH:18]=1. Product: [Cl:12][C:8]1[CH:7]=[C:6]2[C:11]([C:2]([NH:21][C:20]3[CH:22]=[CH:23][C:17]([F:16])=[CH:18][CH:19]=3)=[C:3]([N+:13]([O-:15])=[O:14])[CH:4]=[N:5]2)=[CH:10][CH:9]=1. The catalyst class is: 6. (3) Reactant: C([O-])([O-])=O.[K+].[K+].[C:7]1(=[O:17])[NH:11][C:10](=[O:12])[C:9]2=[CH:13][CH:14]=[CH:15][CH:16]=[C:8]12.CN(C=O)C.Br[CH2:24][C:25]1[CH2:30][CH2:29][C@H:28]([C:31]([OH:34])([CH3:33])[CH3:32])[CH2:27][CH:26]=1. Product: [OH:34][C:31]([C@H:28]1[CH2:29][CH2:30][C:25]([CH2:24][N:11]2[C:7](=[O:17])[C:8]3[C:9](=[CH:13][CH:14]=[CH:15][CH:16]=3)[C:10]2=[O:12])=[CH:26][CH2:27]1)([CH3:33])[CH3:32]. The catalyst class is: 6. (4) Reactant: C(=O)([O-])[O-].[Na+].[Na+].Br[C:8]1[CH:9]=[C:10]([CH:14]([O:19][Si:20]([CH3:23])([CH3:22])[CH3:21])[C:15]([CH3:18])([CH3:17])[CH3:16])[CH:11]=[CH:12][CH:13]=1.[CH2:24]([C:26]([C:45]1[CH:58]=[CH:57][C:48]([O:49][CH2:50][C@@H:51]2[O:55][C:54](=[O:56])[CH2:53][CH2:52]2)=[C:47]([CH3:59])[CH:46]=1)([C:29]1[CH:34]=[CH:33][C:32](B2OC(C)(C)C(C)(C)O2)=[C:31]([CH3:44])[CH:30]=1)[CH2:27][CH3:28])[CH3:25].C(OCC)(=O)C. Product: [CH3:16][C:15]([CH3:18])([CH3:17])[CH:14]([C:10]1[CH:9]=[C:8]([C:32]2[CH:33]=[CH:34][C:29]([C:26]([C:45]3[CH:58]=[CH:57][C:48]([O:49][CH2:50][C@@H:51]4[O:55][C:54](=[O:56])[CH2:53][CH2:52]4)=[C:47]([CH3:59])[CH:46]=3)([CH2:24][CH3:25])[CH2:27][CH3:28])=[CH:30][C:31]=2[CH3:44])[CH:13]=[CH:12][CH:11]=1)[O:19][Si:20]([CH3:23])([CH3:22])[CH3:21]. The catalyst class is: 9. (5) Reactant: [CH3:1][O:2][C:3]1[CH:4]=[C:5]2[C:10](=[CH:11][C:12]=1[O:13][CH3:14])[N:9]=[CH:8][N:7]=[C:6]2[S:15][C:16]1[CH:17]=[C:18]([CH:20]=[CH:21][CH:22]=1)[NH2:19].[F:23][C:24]([F:45])([F:44])[C:25]([C:28]1[O:32][N:31]=[C:30]([NH:33][C:34](=O)[O:35]C2C=CC(Cl)=CC=2)[CH:29]=1)([CH3:27])[CH3:26].C(OCC)C. Product: [CH3:1][O:2][C:3]1[CH:4]=[C:5]2[C:10](=[CH:11][C:12]=1[O:13][CH3:14])[N:9]=[CH:8][N:7]=[C:6]2[S:15][C:16]1[CH:17]=[C:18]([NH:19][C:34]([NH:33][C:30]2[CH:29]=[C:28]([C:25]([CH3:27])([CH3:26])[C:24]([F:45])([F:44])[F:23])[O:32][N:31]=2)=[O:35])[CH:20]=[CH:21][CH:22]=1. The catalyst class is: 527. (6) Reactant: [C:1]([O:5][C:6]([N:8]1[C@H:12]([CH2:13][C:14]2[CH:19]=[CH:18][C:17]([C:20]3[CH:25]=[CH:24][CH:23]=[CH:22][CH:21]=3)=[CH:16][CH:15]=2)[CH2:11][CH:10]([CH2:26][OH:27])[C:9]1=[O:28])=[O:7])([CH3:4])([CH3:3])[CH3:2].C(Cl)(Cl)Cl.[C:33]1([CH3:53])[CH:38]=[CH:37][C:36]([S:39](O[S:39]([C:36]2[CH:37]=[CH:38][C:33]([CH3:53])=[CH:34][CH:35]=2)(=[O:41])=[O:40])(=[O:41])=[O:40])=[CH:35][CH:34]=1. Product: [C:1]([O:5][C:6]([N:8]1[C@H:12]([CH2:13][C:14]2[CH:15]=[CH:16][C:17]([C:20]3[CH:21]=[CH:22][CH:23]=[CH:24][CH:25]=3)=[CH:18][CH:19]=2)[CH2:11][CH:10]([CH2:26][O:27][S:39]([C:36]2[CH:37]=[CH:38][C:33]([CH3:53])=[CH:34][CH:35]=2)(=[O:41])=[O:40])[C:9]1=[O:28])=[O:7])([CH3:3])([CH3:2])[CH3:4]. The catalyst class is: 66.